From a dataset of TCR-epitope binding with 47,182 pairs between 192 epitopes and 23,139 TCRs. Binary Classification. Given a T-cell receptor sequence (or CDR3 region) and an epitope sequence, predict whether binding occurs between them. (1) The TCR CDR3 sequence is CAVQPGQGMQPQHF. Result: 1 (the TCR binds to the epitope). The epitope is ATDALMTGY. (2) The epitope is YIFFASFYY. The TCR CDR3 sequence is CASSGLAANEQFF. Result: 0 (the TCR does not bind to the epitope). (3) The epitope is LLFGYPVYV. The TCR CDR3 sequence is CASSPQTDTQYF. Result: 0 (the TCR does not bind to the epitope). (4) The epitope is ALSKGVHFV. The TCR CDR3 sequence is CASSGSGGANNEYEQYF. Result: 1 (the TCR binds to the epitope). (5) The epitope is RAKFKQLL. The TCR CDR3 sequence is CASSLGGGGLTDTQYF. Result: 1 (the TCR binds to the epitope). (6) The epitope is FTISVTTEIL. The TCR CDR3 sequence is CASKAEGPYEQYF. Result: 1 (the TCR binds to the epitope). (7) The epitope is HPKVSSEVHI. The TCR CDR3 sequence is CASSEGPGVRNGYTF. Result: 0 (the TCR does not bind to the epitope).